Dataset: Full USPTO retrosynthesis dataset with 1.9M reactions from patents (1976-2016). Task: Predict the reactants needed to synthesize the given product. (1) Given the product [F:25][C:24]([F:27])([F:26])[C:23]([NH:22][CH2:19][C:20]#[C:21][C:2]1[C:3]([NH2:18])=[N:4][C:5](=[O:17])[N:6]([CH:16]=1)[C@@H:7]1[O:15][C@H:12]([CH2:13][OH:14])[C@@H:10]([OH:11])[C@H:8]1[OH:9])=[O:28], predict the reactants needed to synthesize it. The reactants are: I[C:2]1[C:3]([NH2:18])=[N:4][C:5](=[O:17])[N:6]([CH:16]=1)[C@@H:7]1[O:15][C@H:12]([CH2:13][OH:14])[C@@H:10]([OH:11])[C@H:8]1[OH:9].[CH2:19]([NH:22][C:23](=[O:28])[C:24]([F:27])([F:26])[F:25])[C:20]#[CH:21].C(N(CC)CC)C.C(=O)(O)[O-]. (2) Given the product [CH3:25][O:24][C:14]1[CH:13]=[C:12]([NH:11][C:8]2[S:9][CH:10]=[C:6]([C:14]([OH:24])([CH3:15])[CH3:13])[N:7]=2)[CH:17]=[CH:16][C:15]=1[N:18]1[CH:22]=[C:21]([CH3:23])[N:20]=[CH:19]1, predict the reactants needed to synthesize it. The reactants are: C(OC([C:6]1[N:7]=[C:8]([NH:11][C:12]2[CH:17]=[CH:16][C:15]([N:18]3[CH:22]=[C:21]([CH3:23])[N:20]=[CH:19]3)=[C:14]([O:24][CH3:25])[CH:13]=2)[S:9][CH:10]=1)=O)C.C[Mg]Br. (3) Given the product [CH3:56][N:57]1[CH:61]=[C:60]([C:62](=[O:72])[C:63](=[O:71])[NH:64][C@@H:65]([CH3:70])[C:66]([F:67])([F:69])[F:68])[CH:59]=[C:58]1[C:73]([OH:75])=[O:74], predict the reactants needed to synthesize it. The reactants are: COC(C1N(C)C=C(C(=O)C(O)=O)C=1)=O.CCN(C(C)C)C(C)C.FC(F)(F)[C@@H](N)C.CN(C(ON1N=NC2C=CC=NC1=2)=[N+](C)C)C.F[P-](F)(F)(F)(F)F.[CH3:56][N:57]1[CH:61]=[C:60]([C:62](=[O:72])[C:63](=[O:71])[NH:64][C@@H:65]([CH3:70])[C:66]([F:69])([F:68])[F:67])[CH:59]=[C:58]1[C:73]([O:75]C)=[O:74].[Li+].[OH-].Cl. (4) The reactants are: [CH3:1][C:2]1([CH3:36])[CH2:6][C@H:5]([CH3:7])[CH2:4][N:3]1[C:8]1[N:35]=[CH:34][CH:33]=[CH:32][C:9]=1[C:10]([NH:12][S:13]([N:16]1[CH2:21][CH2:20][N:19](C(OCC2C=CC=CC=2)=O)[CH2:18][CH2:17]1)(=[O:15])=[O:14])=[O:11]. Given the product [N:16]1([S:13]([NH:12][C:10](=[O:11])[C:9]2[CH:32]=[CH:33][CH:34]=[N:35][C:8]=2[N:3]2[CH2:4][C@@H:5]([CH3:7])[CH2:6][C:2]2([CH3:36])[CH3:1])(=[O:14])=[O:15])[CH2:21][CH2:20][NH:19][CH2:18][CH2:17]1, predict the reactants needed to synthesize it.